Predict the reactants needed to synthesize the given product. From a dataset of Full USPTO retrosynthesis dataset with 1.9M reactions from patents (1976-2016). (1) Given the product [CH2:8]([C:6]1[CH:5]=[CH:4][C:3]([OH:10])=[C:2]([C:13]2[CH:14]=[CH:15][S:11][CH:12]=2)[CH:7]=1)[CH3:9], predict the reactants needed to synthesize it. The reactants are: Br[C:2]1[CH:7]=[C:6]([CH2:8][CH3:9])[CH:5]=[CH:4][C:3]=1[OH:10].[S:11]1[CH:15]=[CH:14][C:13](B(O)O)=[CH:12]1.C(=O)([O-])[O-].[Na+].[Na+]. (2) Given the product [Br:1][C:2]1[C:3]([CH3:19])=[C:4]([C:9]2[CH:14]=[CH:13][CH:12]=[C:11]([C:15]([F:18])([F:16])[F:17])[CH:10]=2)[C:5]2[N:6]([N:23]=[CH:22][N:8]=2)[CH:7]=1, predict the reactants needed to synthesize it. The reactants are: [Br:1][C:2]1[C:3]([CH3:19])=[C:4]([C:9]2[CH:14]=[CH:13][CH:12]=[C:11]([C:15]([F:18])([F:17])[F:16])[CH:10]=2)[C:5]([NH2:8])=[N:6][CH:7]=1.CO[CH:22](OC)[N:23](C)C.Cl.NO.FC(F)(F)C(OC(=O)C(F)(F)F)=O.C(=O)([O-])O.[Na+].